From a dataset of Forward reaction prediction with 1.9M reactions from USPTO patents (1976-2016). Predict the product of the given reaction. Given the reactants [F:1][C:2]([F:7])([F:6])[C:3]([OH:5])=[O:4].[S:8]1[C:12]2[CH:13]=[CH:14][CH:15]=[CH:16][C:11]=2[N:10]=[C:9]1[C:17]1[CH:37]=[CH:36][C:20]([C:21]([N:23]2[CH2:28][CH2:27][N:26](C(OC(C)(C)C)=O)[CH2:25][CH2:24]2)=[O:22])=[CH:19][CH:18]=1, predict the reaction product. The product is: [F:1][C:2]([F:7])([F:6])[C:3]([OH:5])=[O:4].[S:8]1[C:12]2[CH:13]=[CH:14][CH:15]=[CH:16][C:11]=2[N:10]=[C:9]1[C:17]1[CH:37]=[CH:36][C:20]([C:21]([N:23]2[CH2:24][CH2:25][NH:26][CH2:27][CH2:28]2)=[O:22])=[CH:19][CH:18]=1.